From a dataset of Full USPTO retrosynthesis dataset with 1.9M reactions from patents (1976-2016). Predict the reactants needed to synthesize the given product. (1) Given the product [Cl:1][C:2]1[CH:3]=[C:4]([CH:5]=[C:6]([Cl:23])[C:7]=1[N:8]([CH2:9][C:10]1[CH:15]=[CH:14][CH:13]=[CH:12][CH:11]=1)[CH2:16][C:17]1[CH:22]=[CH:21][CH:20]=[CH:19][CH:18]=1)[CH:24]=[O:25], predict the reactants needed to synthesize it. The reactants are: [Cl:1][C:2]1[CH:3]=[C:4]([CH2:24][OH:25])[CH:5]=[C:6]([Cl:23])[C:7]=1[N:8]([CH2:16][C:17]1[CH:22]=[CH:21][CH:20]=[CH:19][CH:18]=1)[CH2:9][C:10]1[CH:15]=[CH:14][CH:13]=[CH:12][CH:11]=1. (2) The reactants are: [N+:1]([C:4]1[CH:12]=[CH:11][C:10](Cl)=[CH:9][C:5]=1[C:6]([OH:8])=[O:7])([O-:3])=[O:2].[NH:14]1[CH2:19][CH2:18][O:17][CH2:16][CH2:15]1. Given the product [N+:1]([C:4]1[CH:12]=[CH:11][C:10]([N:14]2[CH2:19][CH2:18][O:17][CH2:16][CH2:15]2)=[CH:9][C:5]=1[C:6]([OH:8])=[O:7])([O-:3])=[O:2], predict the reactants needed to synthesize it. (3) Given the product [F:19][C:20]1[CH:41]=[CH:40][C:23]([O:24][C:25]2[CH:30]=[CH:29][C:28]([C:2]3[N:7]=[C:6]([C:8]([NH:10][C@@H:11]([CH3:16])[C:12]([O:14][CH3:15])=[O:13])=[O:9])[CH:5]=[C:4]([CH:17]=[CH2:18])[N:3]=3)=[CH:27][CH:26]=2)=[CH:22][CH:21]=1, predict the reactants needed to synthesize it. The reactants are: Cl[C:2]1[N:7]=[C:6]([C:8]([NH:10][C@@H:11]([CH3:16])[C:12]([O:14][CH3:15])=[O:13])=[O:9])[CH:5]=[C:4]([CH:17]=[CH2:18])[N:3]=1.[F:19][C:20]1[CH:41]=[CH:40][C:23]([O:24][C:25]2[CH:30]=[CH:29][C:28](B3OC(C)(C)C(C)(C)O3)=[CH:27][CH:26]=2)=[CH:22][CH:21]=1.C([O-])([O-])=O.[Na+].[Na+]. (4) Given the product [CH3:1][O:2][C:3]1[CH:8]=[CH:7][CH:6]=[C:5]([CH3:9])[C:4]=1[NH2:10], predict the reactants needed to synthesize it. The reactants are: [CH3:1][O:2][C:3]1[CH:8]=[CH:7][CH:6]=[C:5]([CH3:9])[C:4]=1[N+:10]([O-])=O. (5) Given the product [CH2:23]([NH:20][C:19]([C:17]1[CH:16]=[CH:15][C:12]2[CH2:13][CH2:14][N:8]([C:6]([O:5][C:1]([CH3:4])([CH3:2])[CH3:3])=[O:7])[CH2:9][CH2:10][C:11]=2[CH:18]=1)=[O:40])[C:24]#[CH:25], predict the reactants needed to synthesize it. The reactants are: [C:1]([O:5][C:6]([N:8]1[CH2:14][CH2:13][C:12]2[CH:15]=[CH:16][C:17]([C:19]#[N:20])=[CH:18][C:11]=2[CH2:10][CH2:9]1)=[O:7])([CH3:4])([CH3:3])[CH3:2].[OH-].[K+].[CH2:23](N)[C:24]#[CH:25].C(Cl)CCl.C1C=CC2N([OH:40])N=NC=2C=1.C([O-])(O)=O.[Na+]. (6) The reactants are: Cl[C:2]1[N:7]=[C:6]([S:8][CH3:9])[C:5]2[N:10]([CH3:13])[CH:11]=[N:12][C:4]=2[CH:3]=1.ClC1N=C(SC)C2N=CN(C)C=2C=1.[C:27]([N:31]1[CH:35]=[C:34](C2OC(C)(C)C(C)(C)O2)[CH:33]=[N:32]1)([CH3:30])([CH3:29])[CH3:28].C([O-])([O-])=O.[Cs+].[Cs+]. Given the product [C:27]([N:31]1[CH:35]=[C:34]([C:2]2[N:7]=[C:6]([S:8][CH3:9])[C:5]3[N:10]([CH3:13])[CH:11]=[N:12][C:4]=3[CH:3]=2)[CH:33]=[N:32]1)([CH3:30])([CH3:29])[CH3:28], predict the reactants needed to synthesize it. (7) Given the product [CH:1]([C:4]1[CH:5]=[CH:6][CH:7]=[C:8]2[C:12]=1[CH2:11][C:10]([CH3:13])=[CH:9]2)([CH3:3])[CH3:2], predict the reactants needed to synthesize it. The reactants are: [CH:1]1([C:4]2[CH:5]=[CH:6][CH:7]=[C:8]3[C:12]=2[CH2:11][C:10]([CH2:13]C)=[CH:9]3)[CH2:3][CH2:2]1.BrC1C=CC=C2C=1CC(C)=C2.C([Mg]Br)(C)C.P(C(C)(C)C)(C(C)(C)C)C(C)(C)C.[NH4+].[Cl-].